Dataset: Forward reaction prediction with 1.9M reactions from USPTO patents (1976-2016). Task: Predict the product of the given reaction. (1) The product is: [Cl:1][C:2]1[C:10]([Cl:11])=[CH:9][CH:8]=[CH:7][C:3]=1[C:4]([NH:27][CH2:26][C:16]1([C:19]2[CH:20]=[N:21][CH:22]=[C:23]([F:25])[CH:24]=2)[CH2:17][CH2:18][C:13]([F:12])([F:28])[CH2:14][CH2:15]1)=[O:6]. Given the reactants [Cl:1][C:2]1[C:10]([Cl:11])=[CH:9][CH:8]=[CH:7][C:3]=1[C:4]([OH:6])=O.[F:12][C:13]1([F:28])[CH2:18][CH2:17][C:16]([CH2:26][NH2:27])([C:19]2[CH:20]=[N:21][CH:22]=[C:23]([F:25])[CH:24]=2)[CH2:15][CH2:14]1, predict the reaction product. (2) Given the reactants Cl.[NH2:2][CH2:3][CH2:4][CH2:5][C:6]([O:8][CH3:9])=[O:7].[CH2:10](Br)[C:11]1[CH:16]=[CH:15][CH:14]=[CH:13][CH:12]=1.C([O-])([O-])=O.[K+].[K+], predict the reaction product. The product is: [CH2:10]([N:2]([CH2:10][C:11]1[CH:16]=[CH:15][CH:14]=[CH:13][CH:12]=1)[CH2:3][CH2:4][CH2:5][C:6]([O:8][CH3:9])=[O:7])[C:11]1[CH:16]=[CH:15][CH:14]=[CH:13][CH:12]=1. (3) Given the reactants FC(F)(F)[C:3]([C:5]1[C:13]2[C:8](=[C:9]([F:18])[CH:10]=[CH:11][C:12]=2[C:14]([F:17])([F:16])[F:15])[N:7]([CH2:19][CH2:20][O:21][CH3:22])[CH:6]=1)=[O:4].C[OH:26], predict the reaction product. The product is: [F:18][C:9]1[CH:10]=[CH:11][C:12]([C:14]([F:16])([F:15])[F:17])=[C:13]2[C:8]=1[N:7]([CH2:19][CH2:20][O:21][CH3:22])[CH:6]=[C:5]2[C:3]([OH:26])=[O:4]. (4) Given the reactants [CH2:1]([O:8][C:9]1[CH:23]=[CH:22][CH:21]=[CH:20][C:10]=1[CH2:11][C:12]1[CH:19]=[CH:18][C:15]([CH2:16][OH:17])=[CH:14][CH:13]=1)[C:2]1[CH:7]=[CH:6][CH:5]=[CH:4][CH:3]=1, predict the reaction product. The product is: [CH2:1]([O:8][C:9]1[CH:23]=[CH:22][CH:21]=[CH:20][C:10]=1[CH2:11][C:12]1[CH:13]=[CH:14][C:15]([CH:16]=[O:17])=[CH:18][CH:19]=1)[C:2]1[CH:3]=[CH:4][CH:5]=[CH:6][CH:7]=1. (5) Given the reactants C(OC(=O)[NH:7][CH2:8][CH2:9][CH2:10][CH:11]1[CH2:13][O:12]1)(C)(C)C.[NH2:15][C:16]1[CH:17]=[CH:18][C:19]2[S:24][CH2:23][C:22](=[O:25])[NH:21][C:20]=2[CH:26]=1.C[CH2:28][OH:29].O, predict the reaction product. The product is: [NH2:7][CH2:8][CH2:9][CH2:10][CH:11]1[O:12][C:28](=[O:29])[N:15]([C:16]2[CH:17]=[CH:18][C:19]3[S:24][CH2:23][C:22](=[O:25])[NH:21][C:20]=3[CH:26]=2)[CH2:13]1. (6) The product is: [Cl:16][C:15]1[CH:14]=[CH:13][CH:12]=[C:11]([Cl:17])[C:10]=1[C:9]([NH:8][C:6]1[CH:5]=[CH:4][N:3]=[C:2]([NH:1][C:21](=[O:22])[CH:20]([CH3:24])[CH3:19])[CH:7]=1)=[O:18]. Given the reactants [NH2:1][C:2]1[CH:7]=[C:6]([NH:8][C:9](=[O:18])[C:10]2[C:15]([Cl:16])=[CH:14][CH:13]=[CH:12][C:11]=2[Cl:17])[CH:5]=[CH:4][N:3]=1.[CH3:19][CH:20]([CH3:24])[C:21](N)=[O:22].C(=O)([O-])[O-].[Cs+].[Cs+].C1(P(C2C=CC=CC=2)C2C3OC4C(=CC=CC=4P(C4C=CC=CC=4)C4C=CC=CC=4)C(C)(C)C=3C=CC=2)C=CC=CC=1, predict the reaction product. (7) Given the reactants [F:1][C:2]1[CH:7]=[C:6]([I:8])[CH:5]=[CH:4][C:3]=1[NH:9][C:10]1[CH:11]=[N:12][CH:13]=[CH:14][C:15]=1[C:16]1[N:17]=[N:18][NH:19][C:20]=1[Si](C)(C)C.[OH-].[Na+], predict the reaction product. The product is: [F:1][C:2]1[CH:7]=[C:6]([I:8])[CH:5]=[CH:4][C:3]=1[NH:9][C:10]1[CH:11]=[N:12][CH:13]=[CH:14][C:15]=1[C:16]1[N:17]=[N:18][NH:19][CH:20]=1. (8) Given the reactants [C:1]([C:5]1[O:9][N:8]=[C:7]([NH:10][C:11]([NH:13][C:14]2[CH:19]=[CH:18][CH:17]=[C:16]([C:20]#[C:21][C:22]3[C:23](Cl)=[N:24][CH:25]=[N:26][CH:27]=3)[CH:15]=2)=[O:12])[CH:6]=1)([CH3:4])([CH3:3])[CH3:2].[CH3:29][N:30]([CH3:36])[CH2:31][CH2:32][CH2:33][CH2:34][NH2:35], predict the reaction product. The product is: [C:1]([C:5]1[O:9][N:8]=[C:7]([NH:10][C:11]([NH:13][C:14]2[CH:19]=[CH:18][CH:17]=[C:16]([C:20]#[C:21][C:22]3[C:23]([NH:35][CH2:34][CH2:33][CH2:32][CH2:31][N:30]([CH3:36])[CH3:29])=[N:24][CH:25]=[N:26][CH:27]=3)[CH:15]=2)=[O:12])[CH:6]=1)([CH3:4])([CH3:3])[CH3:2]. (9) Given the reactants [OH:1][C:2]1[CH:10]=[CH:9][C:8]([C:11]2[N:12]([C:27]([O:29][C:30]([CH3:33])([CH3:32])[CH3:31])=[O:28])[C:13]3[C:18]([CH:19]=2)=[CH:17][C:16]([CH2:20][N:21]2[CH2:26][CH2:25][CH2:24][CH2:23][CH2:22]2)=[CH:15][CH:14]=3)=[C:7]2[C:3]=1[CH2:4][NH:5][C:6]2=[O:34].C(N(CC)CC)C.[Cl:42][C:43]1[CH:48]=[CH:47][CH:46]=[CH:45][C:44]=1[CH2:49][S:50](Cl)(=[O:52])=[O:51], predict the reaction product. The product is: [Cl:42][C:43]1[CH:48]=[CH:47][CH:46]=[CH:45][C:44]=1[CH2:49][S:50]([O:1][C:2]1[CH:10]=[CH:9][C:8]([C:11]2[N:12]([C:27]([O:29][C:30]([CH3:31])([CH3:33])[CH3:32])=[O:28])[C:13]3[C:18]([CH:19]=2)=[CH:17][C:16]([CH2:20][N:21]2[CH2:26][CH2:25][CH2:24][CH2:23][CH2:22]2)=[CH:15][CH:14]=3)=[C:7]2[C:3]=1[CH2:4][NH:5][C:6]2=[O:34])(=[O:52])=[O:51]. (10) The product is: [NH2:1][C:2]1[C:7]([F:8])=[C:6]([CH2:9][CH3:10])[N:5]=[C:4]([C:11]([O:13][CH3:14])=[O:12])[C:3]=1[Cl:15]. Given the reactants [NH2:1][C:2]1[C:7]([F:8])=[C:6]([CH:9]=[CH2:10])[N:5]=[C:4]([C:11]([O:13][CH3:14])=[O:12])[C:3]=1[Cl:15], predict the reaction product.